The task is: Predict which catalyst facilitates the given reaction.. This data is from Catalyst prediction with 721,799 reactions and 888 catalyst types from USPTO. (1) Reactant: Cl.[CH3:2][N:3]([CH3:30])[C:4]1[N:9]=[C:8]([CH3:10])[N:7]=[C:6]([NH:11][C@@H:12]2[CH2:17][CH2:16][C@H:15]([NH:18][C:19](=[O:29])[C:20]3[CH:25]=[C:24]([F:26])[C:23]([F:27])=[C:22]([F:28])[CH:21]=3)[CH2:14][CH2:13]2)[CH:5]=1.[S:31]([OH:35])([CH3:34])(=[O:33])=[O:32]. Product: [CH3:34][S:31]([OH:35])(=[O:33])=[O:32].[CH3:30][N:3]([CH3:2])[C:4]1[N:9]=[C:8]([CH3:10])[N:7]=[C:6]([NH:11][C@@H:12]2[CH2:17][CH2:16][C@H:15]([NH:18][C:19](=[O:29])[C:20]3[CH:25]=[C:24]([F:26])[C:23]([F:27])=[C:22]([F:28])[CH:21]=3)[CH2:14][CH2:13]2)[CH:5]=1. The catalyst class is: 14. (2) Reactant: [C:1](Cl)(=O)[CH2:2][CH3:3].[CH2:6]([O:8][C:9](=[O:33])[C:10]1[CH:15]=[CH:14][CH:13]=[C:12]([S:16][C:17]2[C:25]3[C:20](=[C:21]([F:27])[C:22]([Cl:26])=[CH:23][CH:24]=3)[N:19]([C:28](=[NH:31])[NH:29][OH:30])[C:18]=2[CH3:32])[CH:11]=1)[CH3:7]. Product: [CH2:6]([O:8][C:9](=[O:33])[C:10]1[CH:15]=[CH:14][CH:13]=[C:12]([S:16][C:17]2[C:25]3[C:20](=[C:21]([F:27])[C:22]([Cl:26])=[CH:23][CH:24]=3)[N:19]([C:28]3[N:31]=[C:1]([CH2:2][CH3:3])[O:30][N:29]=3)[C:18]=2[CH3:32])[CH:11]=1)[CH3:7]. The catalyst class is: 17. (3) Reactant: [CH2:1]([C:4]([C:10]1[CH:18]=[CH:17][C:13]([C:14]([OH:16])=[O:15])=[CH:12][CH:11]=1)([CH2:8][OH:9])[CH2:5][CH:6]=[CH2:7])[CH:2]=[CH2:3].[C:19]([O-])([O-])=O.[K+].[K+].IC.O. Product: [CH3:19][O:15][C:14](=[O:16])[C:13]1[CH:17]=[CH:18][C:10]([C:4]([CH2:5][CH:6]=[CH2:7])([CH2:8][OH:9])[CH2:1][CH:2]=[CH2:3])=[CH:11][CH:12]=1. The catalyst class is: 3. (4) Reactant: [OH:1][C@H:2]1[CH2:6][N:5]([C:7](=[O:12])[C@@H:8]([NH:10][CH3:11])[CH3:9])[C@H:4]([C:13]([NH:15][CH2:16][C:17]2[CH:22]=[CH:21][C:20]([C:23]3[S:27][CH:26]=[N:25][C:24]=3[CH3:28])=[CH:19][CH:18]=2)=[O:14])[CH2:3]1.[CH3:29][O:30][CH2:31][CH2:32][C:33]([OH:35])=O.CCN(C(C)C)C(C)C.CN(C(ON1N=NC2C=CC=NC1=2)=[N+](C)C)C.F[P-](F)(F)(F)(F)F. Product: [OH:1][C@H:2]1[CH2:6][N:5]([C:7](=[O:12])[C@@H:8]([N:10]([CH3:11])[C:33](=[O:35])[CH2:32][CH2:31][O:30][CH3:29])[CH3:9])[C@H:4]([C:13]([NH:15][CH2:16][C:17]2[CH:22]=[CH:21][C:20]([C:23]3[S:27][CH:26]=[N:25][C:24]=3[CH3:28])=[CH:19][CH:18]=2)=[O:14])[CH2:3]1. The catalyst class is: 3. (5) Reactant: N[C:2](=[N:4][C:5]([NH:7][C:8]1[CH:13]=[CH:12][CH:11]=[C:10]([C:14]#[N:15])[CH:9]=1)=[S:6])[CH3:3].Br[CH2:17][C:18]([C:20]1[CH:25]=[CH:24][CH:23]=[CH:22][C:21]=1[C:26]([F:29])([F:28])[F:27])=[O:19].C(N(CC)CC)C. Product: [CH3:3][C:2]1[N:4]=[C:5]([NH:7][C:8]2[CH:9]=[C:10]([CH:11]=[CH:12][CH:13]=2)[C:14]#[N:15])[S:6][C:17]=1[C:18](=[O:19])[C:20]1[CH:25]=[CH:24][CH:23]=[CH:22][C:21]=1[C:26]([F:27])([F:28])[F:29]. The catalyst class is: 357. (6) Reactant: C([O:8][CH2:9][C@H:10]([NH:17][C:18](=[O:24])[O:19][C:20]([CH3:23])([CH3:22])[CH3:21])[C:11]1[N:12]=[N:13][N:14]([CH3:16])[N:15]=1)C1C=CC=CC=1. Product: [OH:8][CH2:9][C@H:10]([NH:17][C:18](=[O:24])[O:19][C:20]([CH3:22])([CH3:21])[CH3:23])[C:11]1[N:12]=[N:13][N:14]([CH3:16])[N:15]=1. The catalyst class is: 349. (7) Reactant: [CH2:1]([O:3][C:4]([C:6]1[NH:7][CH:8]=[CH:9][C:10]=1[NH2:11])=[O:5])[CH3:2].[NH:12]1[C:16]2[CH:17]=[CH:18][CH:19]=[CH:20][C:15]=2[N:14]=[C:13]1[CH:21]=O.[BH3-]C#N.[Na+].CC(O)=O. Product: [NH:12]1[C:16]2[CH:17]=[CH:18][CH:19]=[CH:20][C:15]=2[N:14]=[C:13]1[CH2:21][NH:11][C:10]1[CH:9]=[CH:8][NH:7][C:6]=1[C:4]([O:3][CH2:1][CH3:2])=[O:5]. The catalyst class is: 5. (8) Reactant: [NH2:1][C@@H:2]([CH2:6][C:7]1[CH:12]=[CH:11][CH:10]=[CH:9][C:8]=1[CH3:13])[C:3](O)=[O:4].Cl.[O:15]([C:17]#[N:18])[K]. Product: [CH3:13][C:8]1[CH:9]=[CH:10][CH:11]=[CH:12][C:7]=1[CH2:6][C@@H:2]1[NH:1][C:17](=[O:15])[NH:18][C:3]1=[O:4]. The catalyst class is: 6.